From a dataset of NCI-60 drug combinations with 297,098 pairs across 59 cell lines. Regression. Given two drug SMILES strings and cell line genomic features, predict the synergy score measuring deviation from expected non-interaction effect. (1) Drug 1: CC1=C(C(=O)C2=C(C1=O)N3CC4C(C3(C2COC(=O)N)OC)N4)N. Drug 2: C1C(C(OC1N2C=NC3=C2NC=NCC3O)CO)O. Cell line: RXF 393. Synergy scores: CSS=1.64, Synergy_ZIP=-3.03, Synergy_Bliss=-7.31, Synergy_Loewe=-6.02, Synergy_HSA=-7.49. (2) Drug 1: C1=C(C(=O)NC(=O)N1)F. Drug 2: C1=NC2=C(N=C(N=C2N1C3C(C(C(O3)CO)O)F)Cl)N. Cell line: HL-60(TB). Synergy scores: CSS=87.6, Synergy_ZIP=-1.51, Synergy_Bliss=-5.01, Synergy_Loewe=-4.27, Synergy_HSA=-2.39. (3) Drug 1: C1=CN(C=N1)CC(O)(P(=O)(O)O)P(=O)(O)O. Drug 2: CC(C)(C#N)C1=CC(=CC(=C1)CN2C=NC=N2)C(C)(C)C#N. Cell line: TK-10. Synergy scores: CSS=-3.02, Synergy_ZIP=0.0373, Synergy_Bliss=-2.45, Synergy_Loewe=-4.61, Synergy_HSA=-4.09. (4) Drug 1: CC=C1C(=O)NC(C(=O)OC2CC(=O)NC(C(=O)NC(CSSCCC=C2)C(=O)N1)C(C)C)C(C)C. Drug 2: CC1C(C(CC(O1)OC2CC(CC3=C2C(=C4C(=C3O)C(=O)C5=C(C4=O)C(=CC=C5)OC)O)(C(=O)CO)O)N)O.Cl. Cell line: MCF7. Synergy scores: CSS=55.5, Synergy_ZIP=-6.82, Synergy_Bliss=-4.90, Synergy_Loewe=-12.7, Synergy_HSA=1.01.